This data is from Full USPTO retrosynthesis dataset with 1.9M reactions from patents (1976-2016). The task is: Predict the reactants needed to synthesize the given product. The reactants are: C[O:2][C:3](=[O:21])[C:4]1[CH:9]=[CH:8][C:7]([CH3:10])=[N:6][C:5]=1[C:11]1[CH:16]=[CH:15][C:14]([C:17]([F:20])([F:19])[F:18])=[CH:13][CH:12]=1.[OH-].[Na+].O.Cl. Given the product [CH3:10][C:7]1[CH:8]=[CH:9][C:4]([C:3]([OH:21])=[O:2])=[C:5]([C:11]2[CH:16]=[CH:15][C:14]([C:17]([F:19])([F:18])[F:20])=[CH:13][CH:12]=2)[N:6]=1, predict the reactants needed to synthesize it.